Dataset: CYP2D6 inhibition data for predicting drug metabolism from PubChem BioAssay. Task: Regression/Classification. Given a drug SMILES string, predict its absorption, distribution, metabolism, or excretion properties. Task type varies by dataset: regression for continuous measurements (e.g., permeability, clearance, half-life) or binary classification for categorical outcomes (e.g., BBB penetration, CYP inhibition). Dataset: cyp2d6_veith. (1) The drug is CC(C)n1c(N2CCN(C(=O)Nc3ccccc3)CC2)nc2ccccc21. The result is 0 (non-inhibitor). (2) The compound is COC(=O)CSC(C(=O)Nc1ccc(C)c(C)c1)c1ccccc1. The result is 0 (non-inhibitor). (3) The compound is CCOc1ccc(CC(=O)Nc2sc(Cc3ccccc3)c(C)c2C(N)=O)cc1OCC. The result is 0 (non-inhibitor). (4) The compound is NC[C@@H]1O[C@H](COC[C@@H]2[C@@H](CO)O[C@@H](O[C@@H]3[C@@H](O)[C@@H](N)C[C@@H](N)[C@@H]3O[C@H]3O[C@@H](CN)[C@@H](O)[C@@H](O)[C@@H]3N)[C@H]2O)[C@@H](N)[C@H](O)[C@@H]1O. The result is 0 (non-inhibitor).